From a dataset of Reaction yield outcomes from USPTO patents with 853,638 reactions. Predict the reaction yield, written as a fraction of the theoretical maximum amount of product (1.0 means a 100% yield; for example, 0.34 means a 34% yield). (1) The reactants are [CH:1]([Si:4]([CH:19]([CH3:21])[CH3:20])([CH:16]([CH3:18])[CH3:17])[O:5][CH2:6][C:7]1[S:11][N:10]=[N:9][C:8]=1[C:12]([O:14]C)=O)([CH3:3])[CH3:2].[Cl:22][C:23]1[CH:24]=[C:25]([CH:27]=[CH:28][C:29]=1[F:30])[NH2:26].C(Cl)Cl.C[Al](C)C. The catalyst is CCCCCC. The product is [Cl:22][C:23]1[CH:24]=[C:25]([NH:26][C:12]([C:8]2[N:9]=[N:10][S:11][C:7]=2[CH2:6][O:5][Si:4]([CH:16]([CH3:17])[CH3:18])([CH:19]([CH3:20])[CH3:21])[CH:1]([CH3:2])[CH3:3])=[O:14])[CH:27]=[CH:28][C:29]=1[F:30]. The yield is 0.780. (2) The reactants are CC1C=CC(S(O[CH2:12][C@H:13]2[CH2:15][O:14]2)(=O)=O)=CC=1.C(=O)([O-])[O-].[K+].[K+].[Cl:22][C:23]1[CH:24]=[C:25]([CH:41]=[CH:42][C:43]=1[NH:44][C:45]([NH:47][CH:48]1[CH2:50][CH2:49]1)=[O:46])[O:26][C:27]1[C:36]2[C:31](=[CH:32][C:33]([OH:40])=[C:34]([C:37]([NH2:39])=[O:38])[CH:35]=2)[N:30]=[CH:29][CH:28]=1.[CH2:51]([NH:53][CH2:54][CH3:55])[CH3:52]. The catalyst is O.C(OCC)(=O)C.CN(C)C=O. The product is [Cl:22][C:23]1[CH:24]=[C:25]([CH:41]=[CH:42][C:43]=1[NH:44][C:45]([NH:47][CH:48]1[CH2:50][CH2:49]1)=[O:46])[O:26][C:27]1[C:36]2[C:31](=[CH:32][C:33]([O:40][CH2:15][C@H:13]([OH:14])[CH2:12][N:53]([CH2:54][CH3:55])[CH2:51][CH3:52])=[C:34]([C:37]([NH2:39])=[O:38])[CH:35]=2)[N:30]=[CH:29][CH:28]=1. The yield is 0.363. (3) The reactants are [Br-].[CH2:2]([C:4]1([O:9][C:10](=[O:34])[CH2:11][O:12][C:13]2[C:18]([CH3:19])=[CH:17][C:16]([S+:20]3[C:24]4[CH:25]=[CH:26][CH:27]=[CH:28][C:23]=4[C:22]4[CH:29]=[CH:30][CH:31]=[CH:32][C:21]3=4)=[CH:15][C:14]=2[CH3:33])[CH2:8][CH2:7][CH2:6][CH2:5]1)[CH3:3].[CH3:35][C@:36]12[CH2:52][CH2:51][C:50](=[O:53])[CH2:49][CH:48]1[CH2:47][C:46](=[O:54])[C@@H:45]1[C@@H:37]2[CH2:38][C:39](=[O:75])[C@@:40]2([CH3:74])[C@H:44]1[CH2:43][CH2:42][C@@H:41]2[C@H:55]([CH3:73])[CH2:56][CH2:57][C:58]([O:60][CH2:61][CH2:62][C:63]([F:72])([F:71])[C:64]([F:70])([F:69])[S:65]([O-:68])(=[O:67])=[O:66])=[O:59].[Na+].O. The catalyst is ClCCl. The product is [CH3:35][C@:36]12[CH2:52][CH2:51][C:50](=[O:53])[CH2:49][CH:48]1[CH2:47][C:46](=[O:54])[C@@H:45]1[C@@H:37]2[CH2:38][C:39](=[O:75])[C@@:40]2([CH3:74])[C@H:44]1[CH2:43][CH2:42][C@@H:41]2[C@H:55]([CH3:73])[CH2:56][CH2:57][C:58]([O:60][CH2:61][CH2:62][C:63]([F:72])([F:71])[C:64]([F:69])([F:70])[S:65]([O-:68])(=[O:66])=[O:67])=[O:59].[CH2:2]([C:4]1([O:9][C:10](=[O:34])[CH2:11][O:12][C:13]2[C:14]([CH3:33])=[CH:15][C:16]([S+:20]3[C:21]4[CH:32]=[CH:31][CH:30]=[CH:29][C:22]=4[C:23]4[CH:28]=[CH:27][CH:26]=[CH:25][C:24]3=4)=[CH:17][C:18]=2[CH3:19])[CH2:8][CH2:7][CH2:6][CH2:5]1)[CH3:3]. The yield is 0.800.